This data is from Full USPTO retrosynthesis dataset with 1.9M reactions from patents (1976-2016). The task is: Predict the reactants needed to synthesize the given product. The reactants are: [CH2:1]([N:3]1[CH2:8][CH2:7][N:6]([C:9]2[CH:10]=[C:11]([CH:13]=[CH:14][CH:15]=2)[NH2:12])[CH2:5][CH2:4]1)[CH3:2].[Cl:16][C:17]1[CH:22]=[CH:21][C:20]([O:23][CH3:24])=[CH:19][C:18]=1[C:25]1[C:34]2[N:33]=[CH:32][CH:31]=[N:30][C:29]=2[C:28]([C:35](O)=[O:36])=[CH:27][CH:26]=1.ClC1C=C(OC)C=CC=1B(O)O. Given the product [CH2:1]([N:3]1[CH2:4][CH2:5][N:6]([C:9]2[CH:10]=[C:11]([NH:12][C:35]([C:28]3[C:29]4[N:30]=[CH:31][CH:32]=[N:33][C:34]=4[C:25]([C:18]4[CH:19]=[C:20]([O:23][CH3:24])[CH:21]=[CH:22][C:17]=4[Cl:16])=[CH:26][CH:27]=3)=[O:36])[CH:13]=[CH:14][CH:15]=2)[CH2:7][CH2:8]1)[CH3:2], predict the reactants needed to synthesize it.